From a dataset of Catalyst prediction with 721,799 reactions and 888 catalyst types from USPTO. Predict which catalyst facilitates the given reaction. (1) Reactant: F[C:2]1[CH:7]=[C:6]([C:8]2[C:9]([O:16][CH3:17])=[N:10][C:11]([CH3:15])=[CH:12][C:13]=2[CH3:14])[CH:5]=[CH:4][C:3]=1[C:18]1[N:22]([CH:23]2[CH2:28][CH2:27][O:26][CH2:25][CH2:24]2)[N:21]=[CH:20][C:19]=1[C:29]([NH2:31])=[O:30].O. Product: [CH3:17][O:16][C:9]1[C:8]([C:6]2[CH:7]=[CH:2][C:3]3[C:18]4[N:22]([CH:23]5[CH2:28][CH2:27][O:26][CH2:25][CH2:24]5)[N:21]=[CH:20][C:19]=4[C:29](=[O:30])[NH:31][C:4]=3[CH:5]=2)=[C:13]([CH3:14])[CH:12]=[C:11]([CH3:15])[N:10]=1. The catalyst class is: 37. (2) Reactant: [Na].[C:2]([C:10]([O:16][CH2:17][CH2:18][O:19][C:20]1C=CC=[CH:22][CH:21]=1)(S([O-])(=O)=O)C)(CC(C)(C)C)(C)[CH3:3].[Na+].S1(=[O:36])C2C=CC=CC=2C=N1.FF.N#CN. Product: [C:20]([OH:36])(=[O:19])[CH:21]=[CH2:22].[C:10]([O:16][CH2:17][CH3:18])(=[O:36])[CH:2]=[CH2:3]. The catalyst class is: 6. (3) Reactant: C([O:5][C:6](=[O:30])[CH2:7][O:8][C:9]1[CH:14]=[CH:13][C:12](Br)=[CH:11][C:10]=1[C:16]#[C:17][C:18]1[CH:23]=[CH:22][CH:21]=[C:20]([S:24]([CH2:27][CH2:28][CH3:29])(=[O:26])=[O:25])[CH:19]=1)(C)(C)C.[S:31]1[CH:35]=[CH:34][C:33](B(O)O)=[CH:32]1.[F-].[Cs+]. Product: [CH2:27]([S:24]([C:20]1[CH:19]=[C:18]([C:17]#[C:16][C:10]2[CH:11]=[C:12]([C:33]3[CH:34]=[CH:35][S:31][CH:32]=3)[CH:13]=[CH:14][C:9]=2[O:8][CH2:7][C:6]([OH:5])=[O:30])[CH:23]=[CH:22][CH:21]=1)(=[O:25])=[O:26])[CH2:28][CH3:29]. The catalyst class is: 235.